From a dataset of Full USPTO retrosynthesis dataset with 1.9M reactions from patents (1976-2016). Predict the reactants needed to synthesize the given product. Given the product [C:26]([C:25]1[CH:24]=[C:23]([CH:31]=[CH:30][CH:29]=1)[CH2:22][O:21][C:20]1[CH:32]=[C:16]([O:15][CH2:14][C:13]2[CH:35]=[CH:36][CH:37]=[C:11]([C:8]3[CH:9]=[CH:10][C:2]4[O:1][CH2:6][CH2:5][O:4][C:3]=4[CH:7]=3)[C:12]=2[CH3:38])[CH:17]=[CH:18][C:19]=1[CH2:33][NH:39][C@:40]([CH3:46])([CH2:44][OH:45])[C:41]([OH:43])=[O:42])(=[O:27])[NH2:28], predict the reactants needed to synthesize it. The reactants are: [O:1]1[CH2:6][CH2:5][O:4][C:3]2[CH:7]=[C:8]([C:11]3[C:12]([CH3:38])=[C:13]([CH:35]=[CH:36][CH:37]=3)[CH2:14][O:15][C:16]3[CH:17]=[CH:18][C:19]([CH:33]=O)=[C:20]([CH:32]=3)[O:21][CH2:22][C:23]3[CH:24]=[C:25]([CH:29]=[CH:30][CH:31]=3)[C:26]([NH2:28])=[O:27])[CH:9]=[CH:10][C:2]1=2.[NH2:39][C@:40]([CH3:46])([CH2:44][OH:45])[C:41]([OH:43])=[O:42].C([BH3-])#N.[Na+].